From a dataset of Orexin1 receptor HTS with 218,158 compounds and 233 confirmed actives. Binary Classification. Given a drug SMILES string, predict its activity (active/inactive) in a high-throughput screening assay against a specified biological target. (1) The compound is s1c2c(CCCC2)c(c1n1c(CNCC=C)ccc1)C#N. The result is 0 (inactive). (2) The drug is O(C(=O)C1CN(C(=O)C1)Cc1occc1)CC(=O)c1ccc(OC(=O)c2occc2)cc1. The result is 0 (inactive). (3) The molecule is O=C(NC1CCCCC1)Cc1c2c(n(c1)C)cccc2. The result is 0 (inactive). (4) The result is 0 (inactive). The compound is O=C(N1CCC(CC1)C)C1CCN(CC1)c1ncnc2n3c(nc12)CCCCC3. (5) The drug is S(c1n(CCCOCC)c(=O)c2c(n1)cccc2)CC(=O)Nc1ccccc1. The result is 0 (inactive). (6) The drug is O=C(Nc1n2c(nc1c1ccc(cc1)C)ccc(c2)C)CC. The result is 0 (inactive).